From a dataset of Peptide-MHC class II binding affinity with 134,281 pairs from IEDB. Regression. Given a peptide amino acid sequence and an MHC pseudo amino acid sequence, predict their binding affinity value. This is MHC class II binding data. The peptide sequence is KLVLDIKYTRPGDSL. The MHC is DRB3_0202 with pseudo-sequence DRB3_0202. The binding affinity (normalized) is 0.0431.